Predict which catalyst facilitates the given reaction. From a dataset of Catalyst prediction with 721,799 reactions and 888 catalyst types from USPTO. (1) Reactant: C(OC(=O)[N:7]([CH2:18][C:19]1[CH:24]=[CH:23][C:22]([F:25])=[C:21]([C:26]([F:29])([F:28])[F:27])[CH:20]=1)[C:8]1[S:12][C:11]2[CH:13]=[CH:14][CH:15]=[CH:16][C:10]=2[C:9]=1[CH3:17])(C)(C)C.[ClH:31]. Product: [ClH:31].[F:25][C:22]1[CH:23]=[CH:24][C:19]([CH2:18][NH:7][C:8]2[S:12][C:11]3[CH:13]=[CH:14][CH:15]=[CH:16][C:10]=3[C:9]=2[CH3:17])=[CH:20][C:21]=1[C:26]([F:29])([F:27])[F:28]. The catalyst class is: 440. (2) Reactant: [CH:1]1([N:10]2[C:18](=[O:19])[NH:17][C:16]3[C:11]2=[N:12][C:13]([C:24]2[CH:29]=[CH:28][CH:27]=[C:26]([O:30][Si](C(C)C)(C(C)C)C(C)C)[CH:25]=2)=[N:14][C:15]=3[C:20]([O:22]C)=O)[C:9]2[C:4](=[CH:5][CH:6]=[CH:7][CH:8]=2)[CH2:3][CH2:2]1.[NH2:41]C1C(C(OC)=O)=NC(C2C=CC=C(O[Si](C(C)C)(C(C)C)C(C)C)C=2)=NC=1NC1C2C(=CC=CC=2)CC1. Product: [CH:1]1([N:10]2[C:18](=[O:19])[NH:17][C:16]3[C:11]2=[N:12][C:13]([C:24]2[CH:29]=[CH:28][CH:27]=[C:26]([OH:30])[CH:25]=2)=[N:14][C:15]=3[C:20]([NH2:41])=[O:22])[C:9]2[C:4](=[CH:5][CH:6]=[CH:7][CH:8]=2)[CH2:3][CH2:2]1. The catalyst class is: 4. (3) Reactant: [CH3:1][N:2]([CH3:12])[CH:3]([C:5]1[CH:6]=[C:7]([OH:11])[CH:8]=[CH:9][CH:10]=1)[CH3:4].[C:13](=[O:16])([O-])[O-].[K+].[K+]. Product: [CH3:12][N:2]([CH3:1])[CH:3]([C:5]1[CH:6]=[C:7]([O:11][C:13](=[O:16])[N:2]([CH2:3][CH3:4])[CH3:1])[CH:8]=[CH:9][CH:10]=1)[CH3:4]. The catalyst class is: 16. (4) Reactant: [O:1]=[C:2]1[CH2:9][CH:8]2[N:10](C(OC(C)(C)C)=O)[CH:4]([CH2:5][O:6][CH2:7]2)[CH2:3]1.C(O[CH:23](N(C)C)[N:24](C)C)(C)(C)C.NO.Cl.Cl. Product: [CH:8]12[NH:10][CH:4]([CH2:5][O:6][CH2:7]1)[CH2:3][C:2]1[O:1][N:24]=[CH:23][C:9]2=1. The catalyst class is: 12.